This data is from Full USPTO retrosynthesis dataset with 1.9M reactions from patents (1976-2016). The task is: Predict the reactants needed to synthesize the given product. (1) Given the product [CH2:1]([N:3]1[C:9](=[O:10])[C:8]([CH3:12])([CH3:11])[C:7](=[O:13])[N:6]([CH3:14])[C:5]2[CH:15]=[C:16]([CH2:19][N:20]([CH2:34][C:35]3[C:36]([CH2:41][NH:42][CH:44]=[O:45])=[N:37][CH:38]=[CH:39][CH:40]=3)[CH2:21][CH2:22][N:23]3[CH:28]=[CH:27][C:26]4[O:29][C:30]([CH3:32])=[CH:31][C:25]=4[C:24]3=[O:33])[CH:17]=[CH:18][C:4]1=2)[CH3:2], predict the reactants needed to synthesize it. The reactants are: [CH2:1]([N:3]1[C:9](=[O:10])[C:8]([CH3:12])([CH3:11])[C:7](=[O:13])[N:6]([CH3:14])[C:5]2[CH:15]=[C:16]([CH2:19][N:20]([CH2:34][C:35]3[C:36]([C:41]#[N:42])=[N:37][CH:38]=[CH:39][CH:40]=3)[CH2:21][CH2:22][N:23]3[CH:28]=[CH:27][C:26]4[O:29][C:30]([CH3:32])=[CH:31][C:25]=4[C:24]3=[O:33])[CH:17]=[CH:18][C:4]1=2)[CH3:2].C[C:44](C)=[O:45].CCOCC. (2) The reactants are: [NH2:1][C:2]1[C:21]([C:22]2[CH:27]=[CH:26][CH:25]=[CH:24][N:23]=2)=[C:5]2[NH:6][C:7]([C:11]3[CH:12]=[C:13]4[C:17](=[CH:18][CH:19]=3)[N:16]([CH3:20])[N:15]=[CH:14]4)=[CH:8][C:9](=[O:10])[N:4]2[N:3]=1.[C:28](OC(=O)C)(=[O:30])[CH3:29]. Given the product [CH3:20][N:16]1[C:17]2[C:13](=[CH:12][C:11]([C:7]3[NH:6][C:5]4[N:4]([N:3]=[C:2]([NH:1][C:28](=[O:30])[CH3:29])[C:21]=4[C:22]4[CH:27]=[CH:26][CH:25]=[CH:24][N:23]=4)[C:9](=[O:10])[CH:8]=3)=[CH:19][CH:18]=2)[CH:14]=[N:15]1, predict the reactants needed to synthesize it. (3) Given the product [Br:1][C:2]1[C:3]([C:9]([F:12])([F:11])[F:10])=[N:4][N:5]([CH2:7][Cl:15])[CH:6]=1, predict the reactants needed to synthesize it. The reactants are: [Br:1][C:2]1[C:3]([C:9]([F:12])([F:11])[F:10])=[N:4][N:5]([CH2:7]O)[CH:6]=1.S(Cl)([Cl:15])=O. (4) Given the product [Br:11][C:12]1[CH:13]=[C:14](/[CH:10]=[CH:9]/[C:3]2[CH:4]=[C:5]([F:8])[CH:6]=[CH:7][C:2]=2[F:1])[C:15]([F:18])=[N:16][CH:17]=1, predict the reactants needed to synthesize it. The reactants are: [F:1][C:2]1[CH:7]=[CH:6][C:5]([F:8])=[CH:4][C:3]=1[CH:9]=[CH2:10].[Br:11][C:12]1[CH:13]=[C:14](B2OC(C)(C)C(C)(C)O2)[C:15]([F:18])=[N:16][CH:17]=1.C(=O)([O-])[O-].[Na+].[Na+].